From a dataset of Catalyst prediction with 721,799 reactions and 888 catalyst types from USPTO. Predict which catalyst facilitates the given reaction. (1) Reactant: [CH3:1][C@:2]12[CH2:19][CH2:18][C@H:17]3[C@@H:7]([CH2:8][CH2:9][C@@H:10]4[C@:15]3([CH3:16])[CH2:14][CH:13]=[CH:12][CH2:11]4)[C@@H:6]1[CH2:5][CH2:4][C:3]2=[O:20].[CH3:21][Mg]Br.O. Product: [CH3:21][C@@:3]1([OH:20])[CH2:4][CH2:5][C@H:6]2[C@H:7]3[C@H:17]([CH2:18][CH2:19][C@:2]12[CH3:1])[C@:15]1([CH3:16])[CH:10]([CH2:11][CH:12]=[CH:13][CH2:14]1)[CH2:9][CH2:8]3. The catalyst class is: 56. (2) Reactant: C(OC(=O)[NH:7][C@H:8]([CH:13]([C:15]1[CH:20]=[CH:19][CH:18]=[C:17]([F:21])[CH:16]=1)[OH:14])[CH2:9][CH:10]([CH3:12])[CH3:11])(C)(C)C.[ClH:23]. Product: [ClH:23].[NH2:7][C@@H:8]([CH2:9][CH:10]([CH3:12])[CH3:11])[CH:13]([C:15]1[CH:20]=[CH:19][CH:18]=[C:17]([F:21])[CH:16]=1)[OH:14]. The catalyst class is: 12. (3) Reactant: [CH2:1]([O:3][C:4](=[O:32])[CH:5]([C:10]1[CH:11]=[C:12]([C:22]2[CH:27]=[CH:26][C:25]([C:28]([F:31])([F:30])[F:29])=[CH:24][CH:23]=2)[CH:13]=[C:14]([CH:16]2[CH2:21][CH2:20][CH2:19][NH:18][CH2:17]2)[CH:15]=1)[CH2:6][CH:7]([CH3:9])[CH3:8])[CH3:2].Br[CH2:34][C:35]1[CH:44]=[CH:43][C:42]2[C:37](=[CH:38][CH:39]=[CH:40][CH:41]=2)[CH:36]=1.C(N(C(C)C)CC)(C)C. Product: [CH2:1]([O:3][C:4](=[O:32])[CH:5]([C:10]1[CH:11]=[C:12]([C:22]2[CH:23]=[CH:24][C:25]([C:28]([F:29])([F:30])[F:31])=[CH:26][CH:27]=2)[CH:13]=[C:14]([CH:16]2[CH2:21][CH2:20][CH2:19][N:18]([CH2:34][C:35]3[CH:44]=[CH:43][C:42]4[C:37](=[CH:38][CH:39]=[CH:40][CH:41]=4)[CH:36]=3)[CH2:17]2)[CH:15]=1)[CH2:6][CH:7]([CH3:9])[CH3:8])[CH3:2]. The catalyst class is: 210. (4) Reactant: [C:1](Cl)(Cl)=[O:2].C1(C)C=CC=CC=1.Cl.[F:13][C:14]1[CH:15]=[C:16]2[C:22]3([CH2:27][CH2:26][NH:25][CH2:24][CH2:23]3)[CH2:21][N:20](C(OC(C)(C)C)=[O:29])[C:17]2=[CH:18][CH:19]=1.C([N:37](CC)CC)C.[NH:42]1[CH2:45][CH:44]([CH2:46][N:47]([C@@H:54]2[CH2:56][C@H:55]2[C:57]2[CH:62]=[CH:61][CH:60]=[CH:59][CH:58]=2)C(=O)C(F)(F)F)[CH2:43]1. The catalyst class is: 577. Product: [C:17](#[N:20])[CH3:16].[OH2:2].[NH4+:37].[OH-:29].[F:13][C:14]1[CH:15]=[C:16]2[C:22]3([CH2:23][CH2:24][N:25]([C:1]([N:42]4[CH2:43][CH:44]([CH2:46][NH:47][C@@H:54]5[CH2:56][C@H:55]5[C:57]5[CH:62]=[CH:61][CH:60]=[CH:59][CH:58]=5)[CH2:45]4)=[O:2])[CH2:26][CH2:27]3)[CH2:21][NH:20][C:17]2=[CH:18][CH:19]=1. (5) Reactant: [N:1]1[CH:6]=[CH:5][CH:4]=[CH:3][C:2]=1[C:7]([C:9]1[CH:10]=[C:11](Br)[C:12](=[O:21])[N:13]([C:15]2[CH:20]=[CH:19][CH:18]=[CH:17][CH:16]=2)[CH:14]=1)=[O:8].[C:23]([C:25]1[CH:30]=[CH:29][CH:28]=[CH:27][C:26]=1B1OC(C([O-])=O)C=CO1)#[N:24].C(=O)([O-])[O-].[Cs+].[Cs+].CN(C)C=O. Product: [C:23]([C:25]1[CH:30]=[CH:29][CH:28]=[CH:27][C:26]=1[C:11]1[C:12](=[O:21])[N:13]([C:15]2[CH:20]=[CH:19][CH:18]=[CH:17][CH:16]=2)[CH:14]=[C:9]([C:7]([C:2]2[CH:3]=[CH:4][CH:5]=[CH:6][N:1]=2)=[O:8])[CH:10]=1)#[N:24]. The catalyst class is: 13. (6) Reactant: [C:1]([O:5][C:6]([N:8](C(OC(C)(C)C)=O)[C:9]1[O:17][C:16]2[C:11](=[N:12][CH:13]=[C:14]([CH2:18][N:19]3[CH2:22][C:21]([F:24])([F:23])[CH2:20]3)[CH:15]=2)[C:10]=1[C:25]([O:27]C)=[O:26])=[O:7])([CH3:4])([CH3:3])[CH3:2].O[Li].O.O.Cl. Product: [C:1]([O:5][C:6]([NH:8][C:9]1[O:17][C:16]2[C:11](=[N:12][CH:13]=[C:14]([CH2:18][N:19]3[CH2:20][C:21]([F:23])([F:24])[CH2:22]3)[CH:15]=2)[C:10]=1[C:25]([OH:27])=[O:26])=[O:7])([CH3:4])([CH3:2])[CH3:3]. The catalyst class is: 92. (7) The catalyst class is: 12. Reactant: [F:1][C:2]1[CH:7]=[CH:6][C:5]([C:8]2[N:12]=[CH:11][N:10]([C:13]3[CH:18]=[CH:17][C:16]([C@@H:19]4[O:24][CH2:23][CH2:22][N:21](C(OC(C)(C)C)=O)[CH2:20]4)=[CH:15][CH:14]=3)[N:9]=2)=[CH:4][CH:3]=1.[ClH:32].CCOCC. Product: [ClH:32].[F:1][C:2]1[CH:7]=[CH:6][C:5]([C:8]2[N:12]=[CH:11][N:10]([C:13]3[CH:14]=[CH:15][C:16]([C@@H:19]4[O:24][CH2:23][CH2:22][NH:21][CH2:20]4)=[CH:17][CH:18]=3)[N:9]=2)=[CH:4][CH:3]=1. (8) Reactant: [F:1][C:2]1[CH:7]=[CH:6][C:5]([N:8]=[C:9]=[O:10])=[CH:4][CH:3]=1.[CH2:11]1[CH:15]2[CH2:16][NH:17][CH2:18][CH:14]2[CH2:13][N:12]1[C:19]1[CH:20]=[CH:21][C:22]2[N:23]([C:25]([C:28]([F:31])([F:30])[F:29])=[N:26][N:27]=2)[N:24]=1. Product: [F:1][C:2]1[CH:7]=[CH:6][C:5]([NH:8][C:9]([N:17]2[CH2:16][CH:15]3[CH2:11][N:12]([C:19]4[CH:20]=[CH:21][C:22]5=[N:27][N:26]=[C:25]([C:28]([F:31])([F:29])[F:30])[N:23]5[N:24]=4)[CH2:13][CH:14]3[CH2:18]2)=[O:10])=[CH:4][CH:3]=1. The catalyst class is: 11.